This data is from hERG channel blocking data for cardiac toxicity assessment. The task is: Regression/Classification. Given a drug SMILES string, predict its toxicity properties. Task type varies by dataset: regression for continuous values (e.g., LD50, hERG inhibition percentage) or binary classification for toxic/non-toxic outcomes (e.g., AMES mutagenicity, cardiotoxicity, hepatotoxicity). Dataset: herg. (1) The molecule is CCN(CC)CCNC(=O)c1c(C)[nH]c(/C=C2\C(=O)Nc3ccc(F)cc32)c1C. The result is 1 (blocker). (2) The molecule is CCCOC(C(=O)OC1CCN(C)CC1)(c1ccccc1)c1ccccc1.Cl. The result is 1 (blocker). (3) The compound is CC(C)Cn1c(=O)n(C)c(=O)c2[nH]cnc21. The result is 1 (blocker). (4) The molecule is COc1cc2nc(N(C)CCCNC(=O)[C@H]3CCCO3)nc(C)c2cc1OC. The result is 0 (non-blocker). (5) The molecule is CC([NH3+])C12CC3CC(CC(C3)C1)C2. The result is 0 (non-blocker). (6) The drug is O=C1NC(=O)C(c2ccccc2)(c2ccccc2)N1. The result is 0 (non-blocker). (7) The compound is C[C@@H]1COc2c(N3CC[NH+](C)CC3)c(F)cc3c(=O)c(C(=O)[O-])cn1c23. The result is 0 (non-blocker). (8) The molecule is Clc1ccc2c(c1)N=C(N1CCNCC1)c1ccccc1N2. The result is 1 (blocker). (9) The molecule is C[NH+]1CCC[C@@H]1c1cccnc1. The result is 0 (non-blocker).